Dataset: Full USPTO retrosynthesis dataset with 1.9M reactions from patents (1976-2016). Task: Predict the reactants needed to synthesize the given product. Given the product [CH:19]1[C:28]2[C:23](=[CH:24][CH:25]=[CH:26][CH:27]=2)[CH:22]=[CH:21][C:20]=1[CH2:29][CH2:30][NH:31][CH2:1][C:3]1[CH:18]=[CH:17][C:6]([O:7][C:8]2[CH:9]=[CH:10][C:11]([C:14]([NH2:16])=[O:15])=[N:12][CH:13]=2)=[CH:5][CH:4]=1, predict the reactants needed to synthesize it. The reactants are: [CH:1]([C:3]1[CH:18]=[CH:17][C:6]([O:7][C:8]2[CH:9]=[CH:10][C:11]([C:14]([NH2:16])=[O:15])=[N:12][CH:13]=2)=[CH:5][CH:4]=1)=O.[CH:19]1[C:28]2[C:23](=[CH:24][CH:25]=[CH:26][CH:27]=2)[CH:22]=[CH:21][C:20]=1[CH2:29][CH2:30][NH2:31].